Dataset: Reaction yield outcomes from USPTO patents with 853,638 reactions. Task: Predict the reaction yield, written as a fraction of the theoretical maximum amount of product (1.0 means a 100% yield; for example, 0.34 means a 34% yield). (1) The reactants are Br[CH2:2][C:3]1[CH:8]=[CH:7][C:6]([Cl:9])=[C:5]([O:10][C:11]2[CH:16]=[CH:15][CH:14]=[CH:13][CH:12]=2)[C:4]=1[F:17].[NH3:18].CO. The catalyst is ClCCl. The product is [Cl:9][C:6]1[CH:7]=[CH:8][C:3]([CH2:2][NH2:18])=[C:4]([F:17])[C:5]=1[O:10][C:11]1[CH:16]=[CH:15][CH:14]=[CH:13][CH:12]=1. The yield is 0.470. (2) The reactants are [Br:1][C:2]1[CH:3]=[C:4](I)[C:5]([OH:8])=[N:6][CH:7]=1.[F:10][C:11]1[CH:19]=[CH:18][CH:17]=[C:16]2[C:12]=1[CH:13]=[C:14](B(O)O)[NH:15]2.C(=O)([O-])[O-].[Na+].[Na+]. The catalyst is O1CCOCC1.C1C=CC(P(C2C=CC=CC=2)[C-]2C=CC=C2)=CC=1.C1C=CC(P(C2C=CC=CC=2)[C-]2C=CC=C2)=CC=1.Cl[Pd]Cl.[Fe+2]. The product is [Br:1][C:2]1[CH:3]=[C:4]([C:14]2[NH:15][C:16]3[C:12]([CH:13]=2)=[C:11]([F:10])[CH:19]=[CH:18][CH:17]=3)[C:5]([OH:8])=[N:6][CH:7]=1. The yield is 0.520. (3) No catalyst specified. The product is [OH:30][C@@:23]1([C:21]#[C:22][C:2]2[CH:3]=[C:4]([N:8]3[C:12]4[N:13]=[CH:14][S:15][C:11]=4[C:10]([C:16]([O:18][CH2:19][CH3:20])=[O:17])=[N:9]3)[CH:5]=[CH:6][CH:7]=2)[CH2:27][CH2:26][N:25]([CH3:28])[C:24]1=[O:29]. The reactants are Br[C:2]1[CH:3]=[C:4]([N:8]2[C:12]3[N:13]=[CH:14][S:15][C:11]=3[C:10]([C:16]([O:18][CH2:19][CH3:20])=[O:17])=[N:9]2)[CH:5]=[CH:6][CH:7]=1.[C:21]([C@:23]1([OH:30])[CH2:27][CH2:26][N:25]([CH3:28])[C:24]1=[O:29])#[CH:22]. The yield is 0.220. (4) The reactants are [F:1][C:2]1[CH:10]=[CH:9][CH:8]=[C:7]([F:11])[C:3]=1[C:4]([OH:6])=O.[NH:12]1[C:16]2[CH:17]=[CH:18][CH:19]=[CH:20][C:15]=2[N:14]=[C:13]1[C:21]1[C:25]([NH2:26])=[CH:24][NH:23][N:22]=1.C(Cl)CCl.C1C=CC2N(O)N=NC=2C=1. The catalyst is CN(C=O)C.O. The product is [NH:14]1[C:15]2[CH:20]=[CH:19][CH:18]=[CH:17][C:16]=2[N:12]=[C:13]1[C:21]1[C:25]([NH:26][C:4](=[O:6])[C:3]2[C:7]([F:11])=[CH:8][CH:9]=[CH:10][C:2]=2[F:1])=[CH:24][NH:23][N:22]=1. The yield is 0.240. (5) The reactants are [C:1]([CH:5]1[CH2:13][C:12]2[C:7](=[CH:8][CH:9]=[CH:10][CH:11]=2)[NH:6]1)([CH3:4])([CH3:3])[CH3:2].[N+:14]([O-])([O-:16])=[O:15].[K+].C([O-])([O-])=O.[Na+].[Na+]. The catalyst is OS(O)(=O)=O. The product is [C:1]([CH:5]1[CH2:13][C:12]2[C:7](=[CH:8][C:9]([N+:14]([O-:16])=[O:15])=[CH:10][CH:11]=2)[NH:6]1)([CH3:4])([CH3:2])[CH3:3]. The yield is 0.320. (6) The reactants are C(N(CC)CC)C.[CH2:8]([N:12]1[C:20]([N:21]2[CH2:26][CH2:25][NH:24][CH2:23][CH2:22]2)=[N:19][C:18]2[C:13]1=[N:14][C:15]([C:33]1[CH:34]=[N:35][C:36]([NH2:39])=[N:37][CH:38]=1)=[N:16][C:17]=2[N:27]1[CH2:32][CH2:31][O:30][CH2:29][CH2:28]1)[CH:9]([CH3:11])[CH3:10].[CH3:40][N:41]1[CH2:45]CC[C:42]1=[O:46]. No catalyst specified. The product is [NH2:39][C:36]1[N:37]=[CH:38][C:33]([C:15]2[N:14]=[C:13]3[C:18]([N:19]=[C:20]([N:21]4[CH2:26][CH2:25][N:24]([C:42]([N:41]([CH3:45])[CH3:40])=[O:46])[CH2:23][CH2:22]4)[N:12]3[CH2:8][CH:9]([CH3:11])[CH3:10])=[C:17]([N:27]3[CH2:32][CH2:31][O:30][CH2:29][CH2:28]3)[N:16]=2)=[CH:34][N:35]=1. The yield is 0.430. (7) The reactants are [F:1][C:2]([F:13])([F:12])[C:3]1[CH:11]=[CH:10][CH:9]=[CH:8][C:4]=1[C:5]([OH:7])=O.C(Cl)(=O)C(Cl)=O.[CH2:20]([NH:22][CH2:23][CH3:24])[CH3:21]. The catalyst is C(Cl)Cl.CN(C=O)C. The product is [CH2:20]([N:22]([CH2:23][CH3:24])[C:5](=[O:7])[C:4]1[CH:8]=[CH:9][CH:10]=[CH:11][C:3]=1[C:2]([F:1])([F:13])[F:12])[CH3:21]. The yield is 0.850. (8) The reactants are [N:1]1[C:11]2[C:6](=[CH:7][CH:8]=[CH:9][CH:10]=2)[C:4]([CH3:5])=[CH:3][CH:2]=1.C(#N)C.[I:15][CH2:16][CH2:17][CH2:18][CH2:19][CH2:20][C:21]([OH:23])=[O:22]. The catalyst is CCOCC. The product is [I-:15].[C:21]([CH2:20][CH2:19][CH2:18][CH2:17][CH2:16][N+:1]1[C:11]2[C:6](=[CH:7][CH:8]=[CH:9][CH:10]=2)[C:4]([CH3:5])=[CH:3][CH:2]=1)([OH:23])=[O:22]. The yield is 0.870.